This data is from Reaction yield outcomes from USPTO patents with 853,638 reactions. The task is: Predict the reaction yield, written as a fraction of the theoretical maximum amount of product (1.0 means a 100% yield; for example, 0.34 means a 34% yield). (1) The reactants are [CH3:1][C:2]1[C:7]([CH:8]([CH2:13][CH2:14][CH3:15])[C:9]([O:11]C)=[O:10])=[C:6]([C:16]2[CH:21]=[CH:20][C:19]([C:22]([F:25])([F:24])[F:23])=[CH:18][CH:17]=2)[N:5]=[C:4]([C:26]2[CH:31]=[CH:30][CH:29]=[CH:28][CH:27]=2)[N:3]=1.[OH-].[Na+]. The catalyst is CO. The product is [CH3:1][C:2]1[C:7]([CH:8]([CH2:13][CH2:14][CH3:15])[C:9]([OH:11])=[O:10])=[C:6]([C:16]2[CH:21]=[CH:20][C:19]([C:22]([F:24])([F:23])[F:25])=[CH:18][CH:17]=2)[N:5]=[C:4]([C:26]2[CH:31]=[CH:30][CH:29]=[CH:28][CH:27]=2)[N:3]=1. The yield is 0.980. (2) The reactants are Cl.Cl.C([O:6][C:7]([C:9]1[CH:24]=[CH:23][C:12]2[N:13]([CH:17]3[CH2:22][CH2:21][NH:20][CH2:19][CH2:18]3)[C:14]([CH3:16])=[N:15][C:11]=2[CH:10]=1)=[O:8])C=C.[OH-].[Na+].C(O)(=O)C.[CH2:31]([O:33][C:34]1[CH:35]=[C:36]([CH:39]=[CH:40][C:41]=1[F:42])[CH:37]=O)[CH3:32].C([BH3-])#N.[Na+]. The catalyst is CO.O.C(O)C. The product is [CH2:31]([O:33][C:34]1[CH:35]=[C:36]([CH:39]=[CH:40][C:41]=1[F:42])[CH2:37][N:20]1[CH2:21][CH2:22][CH:17]([N:13]2[C:12]3[CH:23]=[CH:24][C:9]([C:7]([OH:8])=[O:6])=[CH:10][C:11]=3[N:15]=[C:14]2[CH3:16])[CH2:18][CH2:19]1)[CH3:32]. The yield is 0.220. (3) The reactants are Br[CH2:2][C:3]1[CH:4]=[C:5]2[C:10](=[CH:11][CH:12]=1)[N:9]=[CH:8][CH:7]=[N:6]2.[C-:13]#[N:14].[Na+]. The catalyst is C(O)C. The product is [N:9]1[C:10]2[C:5](=[CH:4][C:3]([CH2:2][C:13]#[N:14])=[CH:12][CH:11]=2)[N:6]=[CH:7][CH:8]=1. The yield is 0.230. (4) The reactants are [C:1]1([S:7]([N:10]2[C:14]3=[N:15][CH:16]=[C:17]([O:19][CH3:20])[CH:18]=[C:13]3[C:12](I)=[CH:11]2)(=[O:9])=[O:8])[CH:6]=[CH:5][CH:4]=[CH:3][CH:2]=1.C([Mg]Cl)(C)C.[C:27]([O:31][C:32](=[O:54])[N:33]([C:45]1[CH:50]=[CH:49][C:48]([CH:51]=[O:52])=[C:47]([F:53])[N:46]=1)[CH2:34][C:35]1[CH:36]=[N:37][C:38]([C:41]([F:44])([F:43])[F:42])=[CH:39][CH:40]=1)([CH3:30])([CH3:29])[CH3:28].[Cl-].[NH4+]. The catalyst is O1CCCC1. The product is [C:27]([O:31][C:32](=[O:54])[N:33]([C:45]1[CH:50]=[CH:49][C:48]([CH:51]([C:12]2[C:13]3[C:14](=[N:15][CH:16]=[C:17]([O:19][CH3:20])[CH:18]=3)[N:10]([S:7]([C:1]3[CH:6]=[CH:5][CH:4]=[CH:3][CH:2]=3)(=[O:9])=[O:8])[CH:11]=2)[OH:52])=[C:47]([F:53])[N:46]=1)[CH2:34][C:35]1[CH:36]=[N:37][C:38]([C:41]([F:43])([F:42])[F:44])=[CH:39][CH:40]=1)([CH3:30])([CH3:28])[CH3:29]. The yield is 0.600. (5) The reactants are Cl[C:2]1[C:7]([N+:8]([O-:10])=[O:9])=[CH:6][N:5]=[C:4]([C:11]2[CH:16]=[CH:15][CH:14]=[CH:13][CH:12]=2)[N:3]=1.[CH:17]1([C:20]2[NH:24][N:23]=[C:22]([NH2:25])[CH:21]=2)[CH2:19][CH2:18]1. The catalyst is C(Cl)(Cl)Cl. The product is [CH:17]1([C:20]2[NH:24][N:23]=[C:22]([NH:25][C:2]3[C:7]([N+:8]([O-:10])=[O:9])=[CH:6][N:5]=[C:4]([C:11]4[CH:16]=[CH:15][CH:14]=[CH:13][CH:12]=4)[N:3]=3)[CH:21]=2)[CH2:19][CH2:18]1. The yield is 0.457. (6) The reactants are [C:1]1([NH:7][C:8]2[C:13]([NH2:14])=[CH:12][CH:11]=[CH:10][N:9]=2)[CH:6]=[CH:5][CH:4]=[CH:3][CH:2]=1.[CH3:15][C:16]([CH3:18])=O.C(O)(=O)C.C(O[BH-](OC(=O)C)OC(=O)C)(=O)C.[Na+]. The catalyst is ClCCl. The product is [CH:16]([NH:14][C:13]1[C:8]([NH:7][C:1]2[CH:6]=[CH:5][CH:4]=[CH:3][CH:2]=2)=[N:9][CH:10]=[CH:11][CH:12]=1)([CH3:18])[CH3:15]. The yield is 0.940. (7) The reactants are [CH3:1][C:2]1[CH2:6][CH2:5][C:4]([CH3:8])([CH3:7])[C:3]=1[C:9]#N.[H-].C([Al+]CC(C)C)C(C)C.C([O:23]CC)C. The catalyst is ClCCl. The product is [CH3:1][C:2]1[CH2:6][CH2:5][C:4]([CH3:8])([CH3:7])[C:3]=1[CH:9]=[O:23]. The yield is 0.680.